From a dataset of Reaction yield outcomes from USPTO patents with 853,638 reactions. Predict the reaction yield, written as a fraction of the theoretical maximum amount of product (1.0 means a 100% yield; for example, 0.34 means a 34% yield). (1) The reactants are [OH:1][CH:2]([CH3:6])[C:3]([NH2:5])=[O:4].[C:7](Cl)(=[O:14])[C:8]1[CH:13]=[CH:12][CH:11]=[CH:10][CH:9]=1.C(=O)([O-])O.[Na+]. The catalyst is N1C=CC=CC=1. The product is [C:7]([O:1][CH:2]([CH3:6])[C:3]([NH2:5])=[O:4])(=[O:14])[C:8]1[CH:13]=[CH:12][CH:11]=[CH:10][CH:9]=1. The yield is 0.770. (2) The reactants are O[Li].O.C[O:5][C:6](=[O:26])[CH2:7][CH2:8][C:9]1[C:10](=[O:25])[N:11]([CH2:14][C:15]2[CH:20]=[CH:19][C:18]([O:21][CH3:22])=[CH:17][C:16]=2[O:23][CH3:24])[CH2:12][CH:13]=1.Cl. The catalyst is C1COCC1. The product is [CH3:24][O:23][C:16]1[CH:17]=[C:18]([O:21][CH3:22])[CH:19]=[CH:20][C:15]=1[CH2:14][N:11]1[CH2:12][CH:13]=[C:9]([CH2:8][CH2:7][C:6]([OH:26])=[O:5])[C:10]1=[O:25]. The yield is 0.800. (3) The reactants are [C:1]([O:5][C:6](=[O:25])[N:7]([CH2:9][C:10]1[CH:14]=[C:13](Br)[N:12]([S:16]([C:19]2[CH:20]=[N:21][CH:22]=[CH:23][CH:24]=2)(=[O:18])=[O:17])[CH:11]=1)[CH3:8])([CH3:4])([CH3:3])[CH3:2].[CH3:26][S:27]([C:30]1[CH:35]=[CH:34][C:33](B(O)O)=[CH:32][CH:31]=1)(=[O:29])=[O:28].C(=O)([O-])[O-].[Na+].[Na+].COCCOC. The catalyst is C1C=CC([P]([Pd]([P](C2C=CC=CC=2)(C2C=CC=CC=2)C2C=CC=CC=2)([P](C2C=CC=CC=2)(C2C=CC=CC=2)C2C=CC=CC=2)[P](C2C=CC=CC=2)(C2C=CC=CC=2)C2C=CC=CC=2)(C2C=CC=CC=2)C2C=CC=CC=2)=CC=1.O. The product is [CH3:8][N:7]([CH2:9][C:10]1[CH:14]=[C:13]([C:33]2[CH:34]=[CH:35][C:30]([S:27]([CH3:26])(=[O:29])=[O:28])=[CH:31][CH:32]=2)[N:12]([S:16]([C:19]2[CH:20]=[N:21][CH:22]=[CH:23][CH:24]=2)(=[O:18])=[O:17])[CH:11]=1)[C:6](=[O:25])[O:5][C:1]([CH3:4])([CH3:3])[CH3:2]. The yield is 0.640.